Dataset: Forward reaction prediction with 1.9M reactions from USPTO patents (1976-2016). Task: Predict the product of the given reaction. (1) Given the reactants [OH-:1].[Na+].[F:3][CH:4]([F:15])[C:5]1[C:9]([C:10](F)=[O:11])=[C:8]([F:13])[N:7]([CH3:14])[N:6]=1.Cl, predict the reaction product. The product is: [F:3][CH:4]([F:15])[C:5]1[C:9]([C:10]([OH:1])=[O:11])=[C:8]([F:13])[N:7]([CH3:14])[N:6]=1. (2) Given the reactants Cl.Br[C:3]1[CH:8]=[CH:7][C:6]([CH:9]([NH2:11])[CH3:10])=[C:5]([Cl:12])[CH:4]=1.[F:13][C:14]1[CH:15]=[CH:16][C:17]([O:23][CH3:24])=[C:18](B(O)O)[CH:19]=1, predict the reaction product. The product is: [Cl:12][C:5]1[CH:4]=[C:3]([C:16]2[CH:15]=[C:14]([F:13])[CH:19]=[CH:18][C:17]=2[O:23][CH3:24])[CH:8]=[CH:7][C:6]=1[CH:9]([NH2:11])[CH3:10]. (3) Given the reactants Cl[C:2]1[CH:3]=[C:4]([NH:10][C:11]2[CH:16]=[CH:15][C:14]([C:17]([N:19]3[C@@H:24]([CH3:25])[CH2:23][O:22][CH2:21][C@@H:20]3[CH3:26])=[O:18])=[CH:13][N:12]=2)[C:5](=[O:9])[N:6]([CH3:8])[N:7]=1.[C:27]([O:30][CH2:31][C:32]1[C:33]([N:47]2[CH2:58][CH2:57][N:56]3[C:49](=[CH:50][C:51]4[CH2:52][C:53]([CH3:60])([CH3:59])[CH2:54][C:55]=43)[C:48]2=[O:61])=[N:34][CH:35]=[CH:36][C:37]=1B1OC(C)(C)C(C)(C)O1)(=[O:29])[CH3:28].[O-]P([O-])([O-])=O.[K+].[K+].[K+].C([O-])(=O)C.[Na+], predict the reaction product. The product is: [C:27]([O:30][CH2:31][C:32]1[C:33]([N:47]2[CH2:58][CH2:57][N:56]3[C:49](=[CH:50][C:51]4[CH2:52][C:53]([CH3:60])([CH3:59])[CH2:54][C:55]=43)[C:48]2=[O:61])=[N:34][CH:35]=[CH:36][C:37]=1[C:2]1[CH:3]=[C:4]([NH:10][C:11]2[CH:16]=[CH:15][C:14]([C:17]([N:19]3[C@@H:24]([CH3:25])[CH2:23][O:22][CH2:21][C@@H:20]3[CH3:26])=[O:18])=[CH:13][N:12]=2)[C:5](=[O:9])[N:6]([CH3:8])[N:7]=1)(=[O:29])[CH3:28]. (4) Given the reactants [CH3:1][O:2][C:3]1[C:15]([O:16][CH3:17])=[CH:14][C:6]2[S:7][C:8]([C:10]([O:12]C)=[O:11])=[CH:9][C:5]=2[CH:4]=1.[OH-].[Na+].Cl, predict the reaction product. The product is: [CH3:1][O:2][C:3]1[C:15]([O:16][CH3:17])=[CH:14][C:6]2[S:7][C:8]([C:10]([OH:12])=[O:11])=[CH:9][C:5]=2[CH:4]=1. (5) The product is: [ClH:45].[CH2:19]([N:21]1[C:27](=[O:28])[C:26]([CH3:29])([CH3:30])[C:25](=[O:31])[N:24]([CH3:32])[C:23]2[CH:33]=[C:34]([O:37][CH2:38][CH2:39][CH2:40][N:9]3[C:10]4[CH:15]=[CH:14][CH:13]=[CH:12][C:11]=4[N:7]([C:3]4[CH:2]=[N:1][CH:6]=[CH:5][CH:4]=4)[C:8]3=[O:16])[CH:35]=[CH:36][C:22]1=2)[CH3:20]. Given the reactants [N:1]1[CH:6]=[CH:5][CH:4]=[C:3]([N:7]2[C:11]3[CH:12]=[CH:13][CH:14]=[CH:15][C:10]=3[NH:9][C:8]2=[O:16])[CH:2]=1.[H-].[Na+].[CH2:19]([N:21]1[C:27](=[O:28])[C:26]([CH3:30])([CH3:29])[C:25](=[O:31])[N:24]([CH3:32])[C:23]2[CH:33]=[C:34]([O:37][CH2:38][CH2:39][CH2:40]I)[CH:35]=[CH:36][C:22]1=2)[CH3:20].C(O)C.[ClH:45], predict the reaction product. (6) The product is: [Cl:1][C:2]1[C:3]([CH2:14][N:15]([CH:41]2[CH2:43][CH2:42]2)[C:16]([CH:18]2[C:23]([C:26]3[CH:31]=[CH:30][C:29]([F:32])=[C:28]([F:33])[CH:27]=3)([OH:24])[CH2:22][CH2:21][NH:20][CH2:19]2)=[O:17])=[CH:4][C:5]([CH2:9][CH2:10][CH2:11][O:12][CH3:13])=[N+:6]([O-:8])[CH:7]=1. Given the reactants [Cl:1][C:2]1[C:3]([CH2:14][N:15]([CH:41]2[CH2:43][CH2:42]2)[C:16]([C@@H:18]2[C@:23]([C:26]3[CH:31]=[CH:30][C:29]([F:32])=[C:28]([F:33])[CH:27]=3)([O:24]C)[CH2:22][CH2:21][N:20](C(OC(C)(C)C)=O)[CH2:19]2)=[O:17])=[CH:4][C:5]([CH2:9][CH2:10][CH2:11][O:12][CH3:13])=[N+:6]([O-:8])[CH:7]=1.Cl, predict the reaction product.